From a dataset of Reaction yield outcomes from USPTO patents with 853,638 reactions. Predict the reaction yield, written as a fraction of the theoretical maximum amount of product (1.0 means a 100% yield; for example, 0.34 means a 34% yield). (1) The reactants are Cl.[CH3:2][C:3]1[O:4][C:5]2[C:14]3[CH:13]([CH2:15][CH2:16][NH2:17])[CH2:12][CH2:11][C:10]=3[CH:9]=[CH:8][C:6]=2[N:7]=1.C(N(CC)CC)C.[F:25][C:26]([F:37])([F:36])[C:27](O[C:27](=[O:28])[C:26]([F:37])([F:36])[F:25])=[O:28].C(=O)([O-])O.[Na+]. The catalyst is O1CCCC1. The product is [F:25][C:26]([F:37])([F:36])[C:27]([NH:17][CH2:16][CH2:15][CH:13]1[C:14]2[C:5]3[O:4][C:3]([CH3:2])=[N:7][C:6]=3[CH:8]=[CH:9][C:10]=2[CH2:11][CH2:12]1)=[O:28]. The yield is 0.130. (2) The reactants are [CH3:1][S:2]([C:5]1[CH:10]=[CH:9][C:8]([CH:11]([CH2:15][C:16]2[CH:21]=[CH:20][CH:19]=[CH:18][C:17]=2[CH3:22])[C:12](O)=[O:13])=[CH:7][CH:6]=1)(=[O:4])=[O:3].C(Cl)(=O)C(Cl)=O.[NH2:29][C:30]1[CH:35]=[N:34][C:33]([Br:36])=[CH:32][N:31]=1.CCN(C(C)C)C(C)C. The catalyst is C(Cl)Cl.CN(C=O)C.C1COCC1. The product is [Br:36][C:33]1[N:34]=[CH:35][C:30]([NH:29][C:12](=[O:13])[CH:11]([C:8]2[CH:7]=[CH:6][C:5]([S:2]([CH3:1])(=[O:3])=[O:4])=[CH:10][CH:9]=2)[CH2:15][C:16]2[CH:21]=[CH:20][CH:19]=[CH:18][C:17]=2[CH3:22])=[N:31][CH:32]=1. The yield is 0.810. (3) The reactants are COC1C=C(OC)C=CC=1C[NH:6][C:7]1[CH:16]=[N:15][C:14]2[C:9](=[CH:10][C:11]([O:17][CH3:18])=[CH:12][CH:13]=2)[N:8]=1.[C:25]([OH:31])([C:27]([F:30])([F:29])[F:28])=[O:26]. The catalyst is C(Cl)Cl. The product is [F:28][C:27]([F:30])([F:29])[C:25]([OH:31])=[O:26].[CH3:18][O:17][C:11]1[CH:10]=[C:9]2[C:14]([N:15]=[CH:16][C:7]([NH2:6])=[N:8]2)=[CH:13][CH:12]=1. The yield is 0.990. (4) The reactants are [B:10]1([B:10]2[O:14][C:13]([CH3:16])([CH3:15])[C:12]([CH3:18])([CH3:17])[O:11]2)[O:14][C:13]([CH3:16])([CH3:15])[C:12]([CH3:18])([CH3:17])[O:11]1.FC(F)(F)S(O[C:25]1[CH2:30][CH2:29][N:28]([C:31]([O:33][CH2:34][C:35]2[CH:40]=[CH:39][CH:38]=[CH:37][CH:36]=2)=[O:32])[CH2:27][CH:26]=1)(=O)=O.C([O-])(=O)C.[K+]. The catalyst is O1CCOCC1.O.C1C=CC(P(C2C=CC=CC=2)[C-]2C=CC=C2)=CC=1.C1C=CC(P(C2C=CC=CC=2)[C-]2C=CC=C2)=CC=1.[Fe+2].C1C=CC(P(C2C=CC=CC=2)[C-]2C=CC=C2)=CC=1.C1C=CC(P(C2C=CC=CC=2)[C-]2C=CC=C2)=CC=1.Cl[Pd]Cl.[Fe+2].C(Cl)Cl. The product is [CH3:16][C:13]1([CH3:15])[C:12]([CH3:17])([CH3:18])[O:11][B:10]([C:25]2[CH2:30][CH2:29][N:28]([C:31]([O:33][CH2:34][C:35]3[CH:36]=[CH:37][CH:38]=[CH:39][CH:40]=3)=[O:32])[CH2:27][CH:26]=2)[O:14]1. The yield is 0.438. (5) The reactants are Cl[C:2]1[N:7]=[C:6]([O:8][CH3:9])[C:5]([N+:10]([O-:12])=[O:11])=[CH:4][CH:3]=1.C([Sn](CCCC)(CCCC)[C:18]1[O:19][CH:20]=[CH:21][N:22]=1)CCC.O1CCOCC1.O. The catalyst is C1C=CC([P]([Pd]([P](C2C=CC=CC=2)(C2C=CC=CC=2)C2C=CC=CC=2)([P](C2C=CC=CC=2)(C2C=CC=CC=2)C2C=CC=CC=2)[P](C2C=CC=CC=2)(C2C=CC=CC=2)C2C=CC=CC=2)(C2C=CC=CC=2)C2C=CC=CC=2)=CC=1.C(OCC)(=O)C. The product is [CH3:9][O:8][C:6]1[C:5]([N+:10]([O-:12])=[O:11])=[CH:4][CH:3]=[C:2]([C:18]2[O:19][CH:20]=[CH:21][N:22]=2)[N:7]=1. The yield is 0.670.